Dataset: Forward reaction prediction with 1.9M reactions from USPTO patents (1976-2016). Task: Predict the product of the given reaction. (1) Given the reactants [NH:1]1[C:9]2[C:4](=[CH:5][CH:6]=[CH:7][CH:8]=2)[C:3]([C:10]([O:12][CH2:13][CH3:14])=[O:11])=[N:2]1.Br[CH2:16][C:17]1[CH:18]=[N:19][CH:20]=[CH:21][CH:22]=1, predict the reaction product. The product is: [N:19]1[CH:20]=[CH:21][CH:22]=[C:17]([CH2:16][N:1]2[C:9]3[C:4](=[CH:5][CH:6]=[CH:7][CH:8]=3)[C:3]([C:10]([O:12][CH2:13][CH3:14])=[O:11])=[N:2]2)[CH:18]=1. (2) Given the reactants [NH2:1][C:2]1[CH:11]=[CH:10][CH:9]=[C:8]2[C:3]=1[CH:4]=[CH:5][C:6]([CH3:12])=[N:7]2.[F:13][C:14]1[CH:15]=[CH:16][C:17]([O:32][CH3:33])=[C:18]([C:20]2([CH2:23][C:24]([OH:31])([C:27]([F:30])([F:29])[F:28])[CH:25]=O)[CH2:22][CH2:21]2)[CH:19]=1.C(O)(=O)C.CCCCCC.C(OCC)(=O)C, predict the reaction product. The product is: [F:13][C:14]1[CH:15]=[CH:16][C:17]([O:32][CH3:33])=[C:18]([C:20]2([CH2:23][C:24]([C:27]([F:29])([F:30])[F:28])([OH:31])[CH:25]=[N:1][C:2]3[CH:11]=[CH:10][CH:9]=[C:8]4[C:3]=3[CH:4]=[CH:5][C:6]([CH3:12])=[N:7]4)[CH2:21][CH2:22]2)[CH:19]=1. (3) Given the reactants [CH2:1]([O:8][C:9](=[O:17])[C:10]1[CH:15]=[CH:14][C:13](N)=[CH:12][CH:11]=1)[C:2]1[CH:7]=[CH:6][CH:5]=[CH:4][CH:3]=1.C([N:20](CC)CC)C.[Br:25][CH:26]([CH2:30][CH2:31][CH2:32]Br)[C:27](Cl)=[O:28].[OH-].[Na+].C(=O)([O-])O.C([N+](CCCC)(CCCC)CCCC)CCC, predict the reaction product. The product is: [CH2:1]([O:8][C:9](=[O:17])[C:10]1[CH:15]=[CH:14][CH:13]=[CH:12][C:11]=1[N:20]1[CH2:32][CH2:31][CH2:30][CH:26]([Br:25])[C:27]1=[O:28])[C:2]1[CH:7]=[CH:6][CH:5]=[CH:4][CH:3]=1. (4) The product is: [CH2:9]1[O:8][C:5]2[CH:6]=[CH:7][C:2]([NH:17][CH2:11][C:12]3[O:16][CH:15]=[CH:14][CH:13]=3)=[CH:3][C:4]=2[O:10]1. Given the reactants Br[C:2]1[CH:7]=[CH:6][C:5]2[O:8][CH2:9][O:10][C:4]=2[CH:3]=1.[CH2:11]([NH2:17])[C:12]1[O:16][CH:15]=[CH:14][CH:13]=1, predict the reaction product. (5) Given the reactants [NH:1]([C:3]1[CH:4]=[C:5]([CH2:9][C:10]([O:12][CH2:13][CH3:14])=[O:11])[CH:6]=[CH:7][CH:8]=1)[NH2:2].[F:15][C:16]([F:23])([F:22])[C:17](=O)[CH2:18][C:19]#[N:20], predict the reaction product. The product is: [NH2:20][C:19]1[N:1]([C:3]2[CH:4]=[C:5]([CH2:9][C:10]([O:12][CH2:13][CH3:14])=[O:11])[CH:6]=[CH:7][CH:8]=2)[N:2]=[C:17]([C:16]([F:23])([F:22])[F:15])[CH:18]=1.